This data is from Full USPTO retrosynthesis dataset with 1.9M reactions from patents (1976-2016). The task is: Predict the reactants needed to synthesize the given product. (1) Given the product [C:52](=[O:51])([O:53][C:32]1[CH:31]=[CH:30][C:35]([N+:36]([O-:38])=[O:37])=[CH:34][CH:33]=1)[O:11][C@@H:10]([C:12]1[O:13][C:14]([C:17]2[CH:22]=[CH:21][C:20]([C:23]([F:26])([F:24])[F:25])=[CH:19][CH:18]=2)=[N:15][N:16]=1)[C:9]([CH3:29])([CH3:8])[CH2:27][CH3:28], predict the reactants needed to synthesize it. The reactants are: C1(C)C=CC=CC=1.[CH3:8][C:9]([CH3:29])([CH2:27][CH3:28])[C@H:10]([C:12]1[O:13][C:14]([C:17]2[CH:22]=[CH:21][C:20]([C:23]([F:26])([F:25])[F:24])=[CH:19][CH:18]=2)=[N:15][N:16]=1)[OH:11].[CH:30]1[C:35]([N+:36]([O-:38])=[O:37])=[CH:34][CH:33]=[C:32]([Cl-]C([O-])=O)[CH:31]=1.N1C=CC=CC=1.CC[O:51][C:52](C)=[O:53]. (2) Given the product [F:1][C:2]1[N:9]=[C:8]([NH:25][C:22]2[CH:21]=[C:20]([CH3:19])[NH:24][N:23]=2)[C:7]([F:11])=[CH:6][C:3]=1[C:4]#[N:5], predict the reactants needed to synthesize it. The reactants are: [F:1][C:2]1[N:9]=[C:8](F)[C:7]([F:11])=[CH:6][C:3]=1[C:4]#[N:5].C(N(CC)CC)C.[CH3:19][C:20]1[NH:24][N:23]=[C:22]([NH2:25])[CH:21]=1. (3) Given the product [S:17]1[CH:21]=[CH:20][CH:19]=[C:18]1[C:2]1[CH:7]=[CH:6][C:5]([C:8]2[O:9][C:10]([CH3:16])=[C:11]([CH2:13][CH2:14][OH:15])[N:12]=2)=[CH:4][CH:3]=1, predict the reactants needed to synthesize it. The reactants are: Br[C:2]1[CH:7]=[CH:6][C:5]([C:8]2[O:9][C:10]([CH3:16])=[C:11]([CH2:13][CH2:14][OH:15])[N:12]=2)=[CH:4][CH:3]=1.[S:17]1[CH:21]=[CH:20][CH:19]=[C:18]1B(O)O.C1(P(C2C=CC=CC=2)C2C=CC=CC=2)C=CC=CC=1.C([O-])([O-])=O.[Na+].[Na+]. (4) The reactants are: CN(C=O)C.[CH3:6][O:7][C:8]1[CH:9]=[C:10](/[CH:20]=[CH:21]/[C:22]([OH:24])=O)[CH:11]=[CH:12][C:13]=1[N:14]1[CH:18]=[C:17]([CH3:19])[N:16]=[CH:15]1.[F:25][C:26]1[CH:31]=[CH:30][C:29]([C:32]([NH2:35])([CH3:34])[CH3:33])=[CH:28][CH:27]=1.C1C=CC2N(O)N=NC=2C=1. Given the product [F:25][C:26]1[CH:27]=[CH:28][C:29]([C:32]([NH:35][C:22](=[O:24])/[CH:21]=[CH:20]/[C:10]2[CH:11]=[CH:12][C:13]([N:14]3[CH:18]=[C:17]([CH3:19])[N:16]=[CH:15]3)=[C:8]([O:7][CH3:6])[CH:9]=2)([CH3:33])[CH3:34])=[CH:30][CH:31]=1, predict the reactants needed to synthesize it. (5) The reactants are: Cl.[CH3:2][O:3][C:4]1[CH:5]=[C:6]([C:12]2[C:13]([CH3:25])([CH3:24])[C:14](=[O:23])[N:15]([CH:17]3[CH2:22][CH2:21][NH:20][CH2:19][CH2:18]3)[N:16]=2)[CH:7]=[CH:8][C:9]=1[O:10][CH3:11].[F:26][C:27]1[C:28]([C:34](O)=[O:35])=[N:29][CH:30]=[C:31]([F:33])[CH:32]=1. Given the product [F:26][C:27]1[C:28]([C:34]([N:20]2[CH2:21][CH2:22][CH:17]([N:15]3[C:14](=[O:23])[C:13]([CH3:25])([CH3:24])[C:12]([C:6]4[CH:7]=[CH:8][C:9]([O:10][CH3:11])=[C:4]([O:3][CH3:2])[CH:5]=4)=[N:16]3)[CH2:18][CH2:19]2)=[O:35])=[N:29][CH:30]=[C:31]([F:33])[CH:32]=1, predict the reactants needed to synthesize it.